Regression. Given a peptide amino acid sequence and an MHC pseudo amino acid sequence, predict their binding affinity value. This is MHC class I binding data. From a dataset of Peptide-MHC class I binding affinity with 185,985 pairs from IEDB/IMGT. (1) The peptide sequence is WTFTPTTPL. The MHC is HLA-C04:01 with pseudo-sequence HLA-C04:01. The binding affinity (normalized) is 0.213. (2) The peptide sequence is VRHFPRIWL. The MHC is HLA-B27:05 with pseudo-sequence HLA-B27:05. The binding affinity (normalized) is 0.680. (3) The peptide sequence is DLVVSYVNV. The MHC is HLA-A02:01 with pseudo-sequence HLA-A02:01. The binding affinity (normalized) is 0. (4) The peptide sequence is SLAIDAYPL. The MHC is HLA-B27:05 with pseudo-sequence HLA-B27:05. The binding affinity (normalized) is 0.0847. (5) The peptide sequence is VGIPSHRHI. The MHC is HLA-A30:02 with pseudo-sequence HLA-A30:02. The binding affinity (normalized) is 0.463. (6) The peptide sequence is TVPASAYQV. The MHC is Mamu-A01 with pseudo-sequence Mamu-A01. The binding affinity (normalized) is 0.663. (7) The peptide sequence is LPFHRWHTM. The binding affinity (normalized) is 0.252. The MHC is HLA-B15:01 with pseudo-sequence HLA-B15:01. (8) The peptide sequence is YPIYGLQFH. The MHC is HLA-A02:12 with pseudo-sequence HLA-A02:12. The binding affinity (normalized) is 0.0847.